Task: Predict the reactants needed to synthesize the given product.. Dataset: Full USPTO retrosynthesis dataset with 1.9M reactions from patents (1976-2016) Given the product [CH3:1][O:2][C:3]1[CH:8]=[CH:7][CH:6]=[CH:5][C:4]=1[S:9]([N:12]([CH3:31])[C:13]1[CH:14]=[CH:15][CH:16]=[C:17]2[C:21]=1[NH:20][C:19]([C:22]1[S:23][CH:24]([CH2:27][C:28]([NH:32][C:33]3[NH:37][N:36]=[N:35][N:34]=3)=[O:30])[CH2:25][N:26]=1)=[CH:18]2)(=[O:11])=[O:10], predict the reactants needed to synthesize it. The reactants are: [CH3:1][O:2][C:3]1[CH:8]=[CH:7][CH:6]=[CH:5][C:4]=1[S:9]([N:12]([CH3:31])[C:13]1[CH:14]=[CH:15][CH:16]=[C:17]2[C:21]=1[NH:20][C:19]([C:22]1[S:23][CH:24]([CH2:27][C:28]([OH:30])=O)[CH2:25][N:26]=1)=[CH:18]2)(=[O:11])=[O:10].[NH2:32][C:33]1[NH:37][N:36]=[N:35][N:34]=1.N1(O)C2C=CC=CC=2N=N1.Cl.CN(C)CCCN=C=NCC.